Dataset: Full USPTO retrosynthesis dataset with 1.9M reactions from patents (1976-2016). Task: Predict the reactants needed to synthesize the given product. (1) Given the product [O:27]=[C:26]1[CH:25]=[C:23]([C:19]([F:22])([F:21])[F:20])[C:18]2[C:2](=[CH:3][CH:4]=[C:5]([CH2:6][C:7]3[CH:12]=[CH:11][CH:10]=[CH:9][C:8]=3[NH:13][C:14](=[O:16])[CH3:15])[CH:17]=2)[O:1]1, predict the reactants needed to synthesize it. The reactants are: [OH:1][C:2]1[CH:18]=[CH:17][C:5]([CH2:6][C:7]2[CH:12]=[CH:11][CH:10]=[CH:9][C:8]=2[NH:13][C:14](=[O:16])[CH3:15])=[CH:4][CH:3]=1.[C:19]([C:23]([CH2:25][C:26](OCC)=[O:27])=O)([F:22])([F:21])[F:20].CS(O)(=O)=O.[OH-].[Na+]. (2) Given the product [CH:27]1([C:25]([C:13]2[CH:14]=[CH:15][CH:16]=[C:4]([CH:1]([CH3:3])[CH3:2])[C:5]=2[O:6][CH:7]2[CH2:12][CH2:11][CH2:10][CH2:9][O:8]2)=[O:26])[CH2:29][CH2:28]1, predict the reactants needed to synthesize it. The reactants are: [CH:1]([C:4]1[CH:16]=[CH:15][CH:14]=[CH:13][C:5]=1[O:6][CH:7]1[CH2:12][CH2:11][CH2:10][CH2:9][O:8]1)([CH3:3])[CH3:2].C([Li])CCC.CON(C)[C:25]([CH:27]1[CH2:29][CH2:28]1)=[O:26].[Cl-].[NH4+]. (3) Given the product [NH2:20][C:4]1[N:3]=[C:2]([C:24]2[CH:23]=[C:22]([F:21])[CH:27]=[C:26]([F:28])[CH:25]=2)[N:19]=[C:18]2[C:5]=1[N:6]=[CH:7][N:8]2[C@H:9]1[C@H:10]([OH:11])[C@H:12]([OH:13])[C@@H:14]([CH2:15][OH:16])[O:17]1, predict the reactants needed to synthesize it. The reactants are: I[C:2]1[N:3]=[C:4]([NH2:20])[C:5]2[N:6]=[CH:7][N:8]([C:18]=2[N:19]=1)[C@@H:9]1[O:17][C@H:14]([CH2:15][OH:16])[C@@H:12]([OH:13])[C@H:10]1[OH:11].[F:21][C:22]1[CH:23]=[C:24](B(O)O)[CH:25]=[C:26]([F:28])[CH:27]=1.C(=O)([O-])[O-].[Cs+].[Cs+]. (4) Given the product [CH3:32][CH:31]([CH3:35])[CH2:30][CH2:29][N:1]1[CH:5]=[C:4]([C:10]2[N:15]=[CH:14][C:13]([NH:16][C:17]([N:19]3[CH2:27][C:26]4[C:21](=[CH:22][CH:23]=[CH:24][CH:25]=4)[CH2:20]3)=[O:18])=[CH:12][CH:11]=2)[CH:3]=[N:2]1, predict the reactants needed to synthesize it. The reactants are: [NH:1]1[CH:5]=[CH:4][C:3](B(O)O)=[N:2]1.Cl[C:10]1[N:15]=[CH:14][C:13]([NH:16][C:17]([N:19]2[CH2:27][C:26]3[C:21](=[CH:22][CH:23]=[CH:24][CH:25]=3)[CH2:20]2)=[O:18])=[CH:12][CH:11]=1.Br[C:29]1[CH:30]=[C:31]2[C:35](=CC=1)CN(C(NC1C=[CH:35][C:31]([C:32](=O)NCCC)=[CH:30][CH:29]=1)=O)[CH2:32]2.